From a dataset of Reaction yield outcomes from USPTO patents with 853,638 reactions. Predict the reaction yield, written as a fraction of the theoretical maximum amount of product (1.0 means a 100% yield; for example, 0.34 means a 34% yield). (1) The reactants are [CH2:1]([O:3][C:4]([C:6]1[N:7]=[C:8]([CH2:11][OH:12])[S:9][CH:10]=1)=[O:5])[CH3:2].[O-:13][Mn](=O)(=O)=O.[K+].C(Cl)Cl.C([O-])([O-])=O.[K+].[K+]. The catalyst is O.CO. The product is [CH2:1]([O:3][C:4]([C:6]1[N:7]=[C:8]([C:11]([OH:13])=[O:12])[S:9][CH:10]=1)=[O:5])[CH3:2]. The yield is 0.670. (2) The reactants are [CH3:1][C:2]1[C:13]([N+:14]([O-])=O)=[C:5]2[N:6]=[C:7]([CH3:12])[C:8]([CH3:11])=[C:9]([CH3:10])[N:4]2[N:3]=1.[Cl-:17].[NH4+]. The catalyst is [Zn].C(O)C. The product is [ClH:17].[CH3:1][C:2]1[C:13]([NH2:14])=[C:5]2[N:6]=[C:7]([CH3:12])[C:8]([CH3:11])=[C:9]([CH3:10])[N:4]2[N:3]=1. The yield is 0.882. (3) The reactants are [C:1]([O:9][CH2:10][CH3:11])(=[O:8])[CH2:2][C:3]([O:5][CH2:6][CH3:7])=[O:4].[H-].[Na+].Br[CH2:15][C:16]#[C:17][CH3:18].Cl. The catalyst is C1COCC1. The product is [CH2:15]([CH:2]([C:3]([O:5][CH2:6][CH3:7])=[O:4])[C:1]([O:9][CH2:10][CH3:11])=[O:8])[C:16]#[C:17][CH3:18]. The yield is 1.00. (4) The reactants are [Cl:1][C:2]1[CH:7]=[CH:6][C:5]([S:8]([C:11]2[CH:16]=[CH:15][CH:14]=[CH:13][CH:12]=2)(=[O:10])=[O:9])=[CH:4][C:3]=1[S:17]([NH:20][C:21]([CH3:27])([C:23](OC)=[O:24])[CH3:22])(=[O:19])=[O:18].[H-].C([Al+]CC(C)C)C(C)C.C1(C)C=CC=CC=1. The catalyst is C1COCC1. The product is [Cl:1][C:2]1[CH:7]=[CH:6][C:5]([S:8]([C:11]2[CH:16]=[CH:15][CH:14]=[CH:13][CH:12]=2)(=[O:10])=[O:9])=[CH:4][C:3]=1[S:17]([NH:20][C:21]([CH3:27])([CH3:22])[CH2:23][OH:24])(=[O:18])=[O:19]. The yield is 0.570. (5) The reactants are Cl.[NH2:2][C@H:3]1[CH2:8][CH2:7][C@H:6]([CH:9]([OH:29])[C:10]2[S:14][CH:13]=[C:12]([C:15]([NH:17][CH2:18][C:19]3[C:20](=[O:27])[NH:21][C:22]([CH3:26])=[CH:23][C:24]=3[CH3:25])=[O:16])[C:11]=2[CH3:28])[CH2:5][CH2:4]1.C([O-])([O-])=O.[Na+].[Na+]. No catalyst specified. The product is [NH2:2][C@H:3]1[CH2:4][CH2:5][C@H:6]([CH:9]([OH:29])[C:10]2[S:14][CH:13]=[C:12]([C:15]([NH:17][CH2:18][C:19]3[C:20](=[O:27])[NH:21][C:22]([CH3:26])=[CH:23][C:24]=3[CH3:25])=[O:16])[C:11]=2[CH3:28])[CH2:7][CH2:8]1. The yield is 0.332. (6) The reactants are [CH2:1]([N:3]([CH2:37][CH3:38])[CH2:4][CH2:5][CH2:6][NH:7][C:8]1[N:9]=[C:10]([C:27]2[CH:28]=[C:29]([CH:33]=[CH:34][C:35]=2[CH3:36])[C:30](O)=[O:31])[C:11]2[CH:17]=[CH:16][C:15](=[O:18])[N:14]([C:19]3[C:24]([F:25])=[CH:23][CH:22]=[CH:21][C:20]=3[F:26])[C:12]=2[N:13]=1)[CH3:2].CN(C(ON1N=[N:54][C:49]2[CH:50]=[CH:51][CH:52]=[CH:53]C1=2)=[N+](C)C)C.F[P-](F)(F)(F)(F)F.C1(N)CCCC1. The catalyst is C(Cl)Cl. The product is [CH:49]1([NH:54][C:30](=[O:31])[C:29]2[CH:33]=[CH:34][C:35]([CH3:36])=[C:27]([C:10]3[C:11]4[CH:17]=[CH:16][C:15](=[O:18])[N:14]([C:19]5[C:24]([F:25])=[CH:23][CH:22]=[CH:21][C:20]=5[F:26])[C:12]=4[N:13]=[C:8]([NH:7][CH2:6][CH2:5][CH2:4][N:3]([CH2:37][CH3:38])[CH2:1][CH3:2])[N:9]=3)[CH:28]=2)[CH2:50][CH2:51][CH2:52][CH2:53]1. The yield is 0.470.